The task is: Regression. Given a peptide amino acid sequence and an MHC pseudo amino acid sequence, predict their binding affinity value. This is MHC class II binding data.. This data is from Peptide-MHC class II binding affinity with 134,281 pairs from IEDB. (1) The peptide sequence is AVMLTFDNAGMWNVR. The MHC is HLA-DPA10301-DPB10402 with pseudo-sequence HLA-DPA10301-DPB10402. The binding affinity (normalized) is 0.365. (2) The peptide sequence is SKFMQEINIEEQEYQ. The MHC is H-2-IAb with pseudo-sequence H-2-IAb. The binding affinity (normalized) is 0. (3) The peptide sequence is NVVKSGIFLSVAAGN. The MHC is DRB1_1201 with pseudo-sequence DRB1_1201. The binding affinity (normalized) is 0.103. (4) The MHC is DRB1_0301 with pseudo-sequence DRB1_0301. The peptide sequence is TKHTNLKHRKTAASKRK. The binding affinity (normalized) is 0. (5) The binding affinity (normalized) is 0.218. The peptide sequence is YVDEHLMCEIEGHHL. The MHC is DRB1_1101 with pseudo-sequence DRB1_1101.